Task: Regression. Given a peptide amino acid sequence and an MHC pseudo amino acid sequence, predict their binding affinity value. This is MHC class II binding data.. Dataset: Peptide-MHC class II binding affinity with 134,281 pairs from IEDB (1) The peptide sequence is TYLMCLSPLMANLAP. The MHC is DRB1_0401 with pseudo-sequence DRB1_0401. The binding affinity (normalized) is 0.573. (2) The peptide sequence is APADDKFTVFEAAFN. The MHC is HLA-DQA10501-DQB10201 with pseudo-sequence HLA-DQA10501-DQB10201. The binding affinity (normalized) is 0.367.